Dataset: NCI-60 drug combinations with 297,098 pairs across 59 cell lines. Task: Regression. Given two drug SMILES strings and cell line genomic features, predict the synergy score measuring deviation from expected non-interaction effect. Drug 1: C1CCN(CC1)CCOC2=CC=C(C=C2)C(=O)C3=C(SC4=C3C=CC(=C4)O)C5=CC=C(C=C5)O. Drug 2: C1C(C(OC1N2C=NC(=NC2=O)N)CO)O. Cell line: HOP-92. Synergy scores: CSS=4.44, Synergy_ZIP=-4.40, Synergy_Bliss=-9.21, Synergy_Loewe=-14.7, Synergy_HSA=-9.64.